Dataset: CYP3A4 inhibition data for predicting drug metabolism from PubChem BioAssay. Task: Regression/Classification. Given a drug SMILES string, predict its absorption, distribution, metabolism, or excretion properties. Task type varies by dataset: regression for continuous measurements (e.g., permeability, clearance, half-life) or binary classification for categorical outcomes (e.g., BBB penetration, CYP inhibition). Dataset: cyp3a4_veith. The molecule is COc1ccc(S(=O)(=O)N2Cc3ccccc3CC2C(=O)Nc2nccs2)cc1. The result is 1 (inhibitor).